This data is from Forward reaction prediction with 1.9M reactions from USPTO patents (1976-2016). The task is: Predict the product of the given reaction. Given the reactants [O:1]=[C:2]1[CH2:7][CH:6]2[CH:8]([C:9]3[NH:17][C:16]4[C:15](=[O:18])[N:14]([CH2:19][CH2:20][CH3:21])[C:13](=[O:22])[N:12]([CH2:23][CH2:24][CH3:25])[C:11]=4[N:10]=3)[CH:3]1[CH2:4][CH2:5]2.[BH4-].[Na+], predict the reaction product. The product is: [OH:1][CH:2]1[CH2:7][CH:6]2[CH:8]([C:9]3[NH:17][C:16]4[C:15](=[O:18])[N:14]([CH2:19][CH2:20][CH3:21])[C:13](=[O:22])[N:12]([CH2:23][CH2:24][CH3:25])[C:11]=4[N:10]=3)[CH:3]1[CH2:4][CH2:5]2.